Dataset: Full USPTO retrosynthesis dataset with 1.9M reactions from patents (1976-2016). Task: Predict the reactants needed to synthesize the given product. Given the product [Br:8][C:6]1[N:7]=[C:2]([C:11]#[C:10][CH3:14])[C:3]([NH2:9])=[N:4][CH:5]=1, predict the reactants needed to synthesize it. The reactants are: Br[C:2]1[C:3]([NH2:9])=[N:4][CH:5]=[C:6]([Br:8])[N:7]=1.[CH2:10]1[CH2:14]OC[CH2:11]1.